The task is: Predict the product of the given reaction.. This data is from Forward reaction prediction with 1.9M reactions from USPTO patents (1976-2016). (1) Given the reactants [O:1]([CH2:19][CH2:20][C:21]1([CH2:27][CH2:28]O)[CH2:26][CH2:25][CH2:24][CH2:23][CH2:22]1)[Si:2]([C:15]([CH3:18])([CH3:17])[CH3:16])([C:9]1[CH:14]=[CH:13][CH:12]=[CH:11][CH:10]=1)[C:3]1[CH:8]=[CH:7][CH:6]=[CH:5][CH:4]=1.[C:30]1(=[O:40])[NH:34][C:33](=[O:35])[C:32]2=[CH:36][CH:37]=[CH:38][CH:39]=[C:31]12.C1(P(C2C=CC=CC=2)C2C=CC=CC=2)C=CC=CC=1.N(C(OCC)=O)=NC(OCC)=O, predict the reaction product. The product is: [O:1]([CH2:19][CH2:20][C:21]1([CH2:27][CH2:28][C:39]2[CH:38]=[CH:37][CH:36]=[C:32]3[C:33]([NH:34][C:30](=[O:40])[C:31]=23)=[O:35])[CH2:22][CH2:23][CH2:24][CH2:25][CH2:26]1)[Si:2]([C:15]([CH3:18])([CH3:17])[CH3:16])([C:9]1[CH:10]=[CH:11][CH:12]=[CH:13][CH:14]=1)[C:3]1[CH:8]=[CH:7][CH:6]=[CH:5][CH:4]=1. (2) Given the reactants I[C:2]1[C:7]([CH:8]=[O:9])=[CH:6][N:5]=[C:4]([O:10][CH3:11])[CH:3]=1.[CH3:12][Si:13]([C:16]#[CH:17])([CH3:15])[CH3:14], predict the reaction product. The product is: [CH3:11][O:10][C:4]1[CH:3]=[C:2]([C:17]#[C:16][Si:13]([CH3:15])([CH3:14])[CH3:12])[C:7]([CH:8]=[O:9])=[CH:6][N:5]=1. (3) Given the reactants [OH-:1].[Na+:2].[CH:3]1[N:7]=[CH:6][N:5]([CH2:8][C:9]([P:15]([OH:18])([OH:17])=[O:16])([P:11]([OH:14])([OH:13])=[O:12])[OH:10])[CH:4]=1.C([OH:21])C, predict the reaction product. The product is: [CH:3]1[N:7]=[CH:6][N:5]([CH2:8][C:9]([P:11]([O-:14])([OH:13])=[O:12])([P:15]([O-:17])([OH:18])=[O:16])[OH:10])[CH:4]=1.[OH2:21].[OH2:1].[OH2:10].[OH2:10].[Na+:2].[Na+:2]. (4) Given the reactants [CH:1]1([NH:7][CH:8]2[CH2:13][CH2:12][N:11]([C:14]([O:16][C:17]([CH3:20])([CH3:19])[CH3:18])=[O:15])[CH2:10][CH2:9]2)[CH2:6][CH2:5][CH2:4][CH2:3][CH2:2]1.[C:21]([O:25][CH2:26][CH3:27])(=[O:24])[CH:22]=O.C(O[BH-](OC(=O)C)OC(=O)C)(=O)C.[Na+], predict the reaction product. The product is: [CH:1]1([N:7]([CH2:22][C:21]([O:25][CH2:26][CH3:27])=[O:24])[CH:8]2[CH2:13][CH2:12][N:11]([C:14]([O:16][C:17]([CH3:20])([CH3:19])[CH3:18])=[O:15])[CH2:10][CH2:9]2)[CH2:6][CH2:5][CH2:4][CH2:3][CH2:2]1. (5) Given the reactants [CH:1]1([CH2:7][N:8]2[CH:12]=[C:11]([C:13](O)=[O:14])[C:10]([C:16]([F:19])([F:18])[F:17])=[N:9]2)[CH2:6][CH2:5][CH2:4][CH2:3][CH2:2]1.C(=O)(O)[O-].[Na+], predict the reaction product. The product is: [CH:1]1([CH2:7][N:8]2[CH:12]=[C:11]([CH2:13][OH:14])[C:10]([C:16]([F:18])([F:19])[F:17])=[N:9]2)[CH2:2][CH2:3][CH2:4][CH2:5][CH2:6]1. (6) Given the reactants [F:1][C:2]([F:33])([F:32])[C:3]1[CH:4]=[C:5]([C@H:13]2[O:18][C:17](=[O:19])[N:16]([CH2:20][C:21]3[CH:22]=[C:23]4[C:27](=[CH:28][C:29]=3I)[CH2:26][CH2:25][CH2:24]4)[C@@H:15]([CH3:31])[CH2:14]2)[CH:6]=[C:7]([C:9]([F:12])([F:11])[F:10])[CH:8]=1.[CH3:34][O:35][C:36]1[CH:41]=[CH:40][C:39]([C:42]([CH3:46])([CH3:45])[CH2:43][OH:44])=[CH:38][C:37]=1B1OC(C)(C)C(C)(C)O1.C([O-])([O-])=O.[K+].[K+], predict the reaction product. The product is: [F:1][C:2]([F:33])([F:32])[C:3]1[CH:4]=[C:5]([C@H:13]2[O:18][C:17](=[O:19])[N:16]([CH2:20][C:21]3[CH:22]=[C:23]4[C:27](=[CH:28][C:29]=3[C:37]3[CH:38]=[C:39]([C:42]([CH3:46])([CH3:45])[CH2:43][OH:44])[CH:40]=[CH:41][C:36]=3[O:35][CH3:34])[CH2:26][CH2:25][CH2:24]4)[C@@H:15]([CH3:31])[CH2:14]2)[CH:6]=[C:7]([C:9]([F:12])([F:11])[F:10])[CH:8]=1.